Dataset: Full USPTO retrosynthesis dataset with 1.9M reactions from patents (1976-2016). Task: Predict the reactants needed to synthesize the given product. (1) Given the product [CH3:22][O:21][C:19]([C:18]1[N:6]2[CH:7]=[C:2]([Cl:1])[N:3]=[C:4]([C:9]3[CH:14]=[CH:13][C:12]([Cl:15])=[CH:11][C:10]=3[Cl:16])[C:5]2=[N:8][C:23]=1[CH2:24][CH3:25])=[O:20], predict the reactants needed to synthesize it. The reactants are: [Cl:1][C:2]1[N:3]=[C:4]([C:9]2[CH:14]=[CH:13][C:12]([Cl:15])=[CH:11][C:10]=2[Cl:16])[C:5]([NH2:8])=[N:6][CH:7]=1.Cl[CH:18]([C:23](=O)[CH2:24][CH3:25])[C:19]([O:21][CH3:22])=[O:20]. (2) Given the product [Cl:21][C:15]1[CH:16]=[C:17]([F:20])[CH:18]=[CH:19][C:14]=1[CH:5]1[N:6]=[C:7]([C:9]2[S:10][CH:11]=[CH:12][N:13]=2)[NH:8][C:3]([CH2:2][N:27]2[CH2:32][CH2:31][O:30][CH:29]([C:33]([OH:35])=[O:34])[CH2:28]2)=[C:4]1[C:22]([O:24][CH3:25])=[O:23], predict the reactants needed to synthesize it. The reactants are: Br[CH2:2][C:3]1[NH:8][C:7]([C:9]2[S:10][CH:11]=[CH:12][N:13]=2)=[N:6][CH:5]([C:14]2[CH:19]=[CH:18][C:17]([F:20])=[CH:16][C:15]=2[Cl:21])[C:4]=1[C:22]([O:24][CH3:25])=[O:23].Cl.[NH:27]1[CH2:32][CH2:31][O:30][CH:29]([C:33]([OH:35])=[O:34])[CH2:28]1. (3) Given the product [Cl:27][C:28]1[C:36]2[N:35]=[N:34][N:33]([CH2:37][CH:38]3[CH2:40][CH2:39]3)[C:32]=2[CH:31]=[CH:30][C:29]=1[C:41]1[CH2:46][CH2:45][CH:44]([CH2:47][I:25])[CH2:43][CH:42]=1, predict the reactants needed to synthesize it. The reactants are: C1(P(C2C=CC=CC=2)C2C=CC=CC=2)C=CC=CC=1.N1C=CN=C1.[I:25]I.[Cl:27][C:28]1[C:36]2[N:35]=[N:34][N:33]([CH2:37][CH:38]3[CH2:40][CH2:39]3)[C:32]=2[CH:31]=[CH:30][C:29]=1[C:41]1[CH2:46][CH2:45][CH:44]([CH2:47]O)[CH2:43][CH:42]=1. (4) Given the product [Cl:1][C:2]1[CH:3]=[CH:4][C:5]([N:11]2[CH:15]=[CH:14][N:13]=[N:12]2)=[C:6]([CH:9]=1)[CH:7]=[O:8], predict the reactants needed to synthesize it. The reactants are: [Cl:1][C:2]1[CH:3]=[CH:4][C:5](F)=[C:6]([CH:9]=1)[CH:7]=[O:8].[NH:11]1[CH:15]=[CH:14][N:13]=[N:12]1.C([O-])([O-])=O.[Cs+].[Cs+]. (5) The reactants are: [Cl:1][C:2]1[CH:3]=[CH:4][C:5]2[N:11]3[C:12]([C:15]([F:18])([F:17])[F:16])=[N:13][N:14]=[C:10]3[C@@H:9]([CH2:19][C:20]([N:22]3[CH2:27][CH2:26][CH:25]([CH2:28][C:29]([O:31]CC)=[O:30])[CH2:24][CH2:23]3)=[O:21])[O:8][C@H:7]([C:34]3[CH:39]=[CH:38][CH:37]=[C:36]([O:40][CH3:41])[C:35]=3[O:42][CH3:43])[C:6]=2[CH:44]=1.Cl. Given the product [Cl:1][C:2]1[CH:3]=[CH:4][C:5]2[N:11]3[C:12]([C:15]([F:17])([F:16])[F:18])=[N:13][N:14]=[C:10]3[C@@H:9]([CH2:19][C:20]([N:22]3[CH2:23][CH2:24][CH:25]([CH2:28][C:29]([OH:31])=[O:30])[CH2:26][CH2:27]3)=[O:21])[O:8][C@H:7]([C:34]3[CH:39]=[CH:38][CH:37]=[C:36]([O:40][CH3:41])[C:35]=3[O:42][CH3:43])[C:6]=2[CH:44]=1, predict the reactants needed to synthesize it. (6) Given the product [CH2:49]([O:51][C:52](=[O:55])[CH2:53][NH:54][C:12]([C:11]1[CH:10]=[N:9][C:8]([NH:7][C:1]2[CH:2]=[CH:3][CH:4]=[CH:5][CH:6]=2)=[CH:16][CH:15]=1)=[O:14])[CH3:50], predict the reactants needed to synthesize it. The reactants are: [C:1]1([NH:7][C:8]2[CH:16]=[CH:15][C:11]([C:12]([OH:14])=O)=[CH:10][N:9]=2)[CH:6]=[CH:5][CH:4]=[CH:3][CH:2]=1.CCN(C(C)C)C(C)C.C1C=CC2N(O)N=NC=2C=1.CCN=C=NCCCN(C)C.Cl.Cl.[CH2:49]([O:51][C:52](=[O:55])[CH2:53][NH2:54])[CH3:50]. (7) Given the product [CH3:15][N:16]([C:10](=[O:11])[CH2:9][C:4]1[CH:5]=[CH:6][CH:7]=[CH:8][C:3]=1[C:2]([F:14])([F:13])[F:1])[C:17]1[C:18]([C:23]([O:25][CH3:26])=[O:24])=[N:19][CH:20]=[CH:21][CH:22]=1, predict the reactants needed to synthesize it. The reactants are: [F:1][C:2]([F:14])([F:13])[C:3]1[CH:8]=[CH:7][CH:6]=[CH:5][C:4]=1[CH2:9][C:10](Cl)=[O:11].[CH3:15][NH:16][C:17]1[C:18]([C:23]([O:25][CH3:26])=[O:24])=[N:19][CH:20]=[CH:21][CH:22]=1. (8) Given the product [CH2:9]([O:16][C:5]([CH2:4][O:3][CH2:2][C:1]([OH:7])=[O:8])=[O:6])[C:10]1[CH:15]=[CH:14][CH:13]=[CH:12][CH:11]=1, predict the reactants needed to synthesize it. The reactants are: [C:1]1(=[O:8])[O:7][C:5](=[O:6])[CH2:4][O:3][CH2:2]1.[CH2:9]([OH:16])[C:10]1[CH:15]=[CH:14][CH:13]=[CH:12][CH:11]=1.C(N(CC)CC)C.C1(C)C=CC=CC=1. (9) Given the product [F:8][C:7]1[CH:6]=[CH:5][C:4]([C:9]2([C:19]3[CH:24]=[CH:23][N:22]=[CH:21][CH:20]=3)[C:17]3[C:12](=[CH:13][CH:14]=[CH:15][CH:16]=3)[C:11]([NH2:18])=[N:10]2)=[CH:3][C:2]=1[C:29]1[CH:30]=[N:25][CH:26]=[N:27][CH:28]=1, predict the reactants needed to synthesize it. The reactants are: Br[C:2]1[CH:3]=[C:4]([C:9]2([C:19]3[CH:24]=[CH:23][N:22]=[CH:21][CH:20]=3)[C:17]3[C:12](=[CH:13][CH:14]=[CH:15][CH:16]=3)[C:11]([NH2:18])=[N:10]2)[CH:5]=[CH:6][C:7]=1[F:8].[N:25]1[CH:30]=[C:29](B(O)O)[CH:28]=[N:27][CH:26]=1.